Predict the reaction yield, written as a fraction of the theoretical maximum amount of product (1.0 means a 100% yield; for example, 0.34 means a 34% yield). From a dataset of Reaction yield outcomes from USPTO patents with 853,638 reactions. The reactants are [C:1]([NH:8][CH2:9][CH2:10][CH2:11][OH:12])([O:3][C:4]([CH3:7])([CH3:6])[CH3:5])=[O:2].CC(OI1(OC(C)=O)(OC(C)=O)OC(=O)C2C=CC=CC1=2)=O.[O-]S([O-])(=S)=O.[Na+].[Na+]. The catalyst is O.CCOCC.C([O-])(O)=O.[Na+]. The product is [C:1]([NH:8][CH2:9][CH2:10][CH:11]=[O:12])([O:3][C:4]([CH3:5])([CH3:6])[CH3:7])=[O:2]. The yield is 0.856.